Dataset: Catalyst prediction with 721,799 reactions and 888 catalyst types from USPTO. Task: Predict which catalyst facilitates the given reaction. (1) Reactant: [OH:1][C:2]1[CH:14]=[CH:13][C:12]2[C:11]3[C:6](=[CH:7][C:8]([OH:15])=[CH:9][CH:10]=3)[C:5](=[O:16])[C:4]=2[CH:3]=1.C(=O)([O-])[O-].[K+].[K+].[CH2:23](Br)[CH2:24][CH2:25][CH2:26][CH2:27][CH2:28][CH2:29][CH2:30][CH2:31][CH2:32][CH2:33][CH2:34][CH2:35][CH2:36][CH2:37][CH2:38][CH2:39][CH2:40][CH2:41][CH2:42][CH2:43][CH3:44].Cl. Product: [CH2:23]([O:1][C:2]1[CH:14]=[CH:13][C:12]2[C:11]3[C:6](=[CH:7][C:8]([O:15][CH2:44][CH2:43][CH2:42][CH2:41][CH2:40][CH2:39][CH2:38][CH2:37][CH2:36][CH2:35][CH2:34][CH2:33][CH2:32][CH2:31][CH2:30][CH2:29][CH2:28][CH2:27][CH2:26][CH2:25][CH2:24][CH3:23])=[CH:9][CH:10]=3)[C:5](=[O:16])[C:4]=2[CH:3]=1)[CH2:24][CH2:25][CH2:26][CH2:27][CH2:28][CH2:29][CH2:30][CH2:31][CH2:32][CH2:33][CH2:34][CH2:35][CH2:36][CH2:37][CH2:38][CH2:39][CH2:40][CH2:41][CH2:42][CH2:43][CH3:44]. The catalyst class is: 3. (2) Reactant: [Cl:1][C:2]1[CH:9]=[CH:8][CH:7]=[C:6]([F:10])[C:3]=1[CH2:4][OH:5].[F:11][C:12]([F:18])([F:17])[S:13](Cl)(=O)=[O:14].C(N(CC)CC)C.COP(OC)OC. Product: [F:11][C:12]([F:18])([F:17])[S:13]([O:5][CH2:4][C:3]1[C:6]([F:10])=[CH:7][CH:8]=[CH:9][C:2]=1[Cl:1])=[O:14]. The catalyst class is: 28. (3) Reactant: Cl[C:2]1[CH:7]=[C:6]([CH3:8])[N:5]=[C:4]([NH2:9])[CH:3]=1.C([O-])(=O)C.[K+].[B:15]1([B:15]2[O:19][C:18]([CH3:21])([CH3:20])[C:17]([CH3:23])([CH3:22])[O:16]2)[O:19][C:18]([CH3:21])([CH3:20])[C:17]([CH3:23])([CH3:22])[O:16]1.C1(P(C2CCCCC2)C2CCCCC2)CCCCC1. Product: [CH3:8][C:6]1[N:5]=[C:4]([NH2:9])[CH:3]=[C:2]([B:15]2[O:19][C:18]([CH3:21])([CH3:20])[C:17]([CH3:23])([CH3:22])[O:16]2)[CH:7]=1. The catalyst class is: 62.